This data is from Catalyst prediction with 721,799 reactions and 888 catalyst types from USPTO. The task is: Predict which catalyst facilitates the given reaction. Reactant: [H-].[H-].[H-].[H-].[Li+].[Al+3].C([O:9][C:10](=O)[C:11]([OH:29])([C:25]([F:28])([F:27])[F:26])[CH2:12][C:13]([C:16]1[C:24]2[O:23][CH2:22][CH2:21][C:20]=2[CH:19]=[CH:18][CH:17]=1)([CH3:15])[CH3:14])C. Product: [O:23]1[C:24]2[C:16]([C:13]([CH3:15])([CH3:14])[CH2:12][C:11]([C:25]([F:26])([F:27])[F:28])([OH:29])[CH2:10][OH:9])=[CH:17][CH:18]=[CH:19][C:20]=2[CH2:21][CH2:22]1. The catalyst class is: 1.